This data is from Reaction yield outcomes from USPTO patents with 853,638 reactions. The task is: Predict the reaction yield, written as a fraction of the theoretical maximum amount of product (1.0 means a 100% yield; for example, 0.34 means a 34% yield). (1) The yield is 0.620. The product is [Br:7][C:8]1[CH:9]=[N:10][CH:11]=[C:12]([O:2][CH3:1])[CH:13]=1. The catalyst is CN(C=O)C. The reactants are [CH3:1][OH:2].[Na].C[O-].[Na+].[Br:7][C:8]1[CH:9]=[N:10][CH:11]=[C:12](Br)[CH:13]=1. (2) The reactants are [NH2:1][C:2]1[N:6]([C:7]2[CH:8]=[C:9]([CH:16]=[CH:17][C:18]=2[CH3:19])[C:10]([NH:12][CH:13]2[CH2:15][CH2:14]2)=[O:11])[N:5]=[CH:4][C:3]=1[C:20](=[O:30])[C:21]1[CH:26]=[CH:25][CH:24]=[C:23]([C:27](=O)[NH2:28])[CH:22]=1.COC(OC)[N:34]([CH3:36])C.C[N:40](C=O)C. No catalyst specified. The product is [NH2:1][C:2]1[N:6]([C:7]2[CH:8]=[C:9]([CH:16]=[CH:17][C:18]=2[CH3:19])[C:10]([NH:12][CH:13]2[CH2:15][CH2:14]2)=[O:11])[N:5]=[CH:4][C:3]=1[C:20](=[O:30])[C:21]1[CH:26]=[CH:25][CH:24]=[C:23]([C:27]2[NH:34][CH:36]=[N:40][N:28]=2)[CH:22]=1. The yield is 0.510. (3) The reactants are [Cl:1][C:2]1[CH:7]=[CH:6][C:5]([C:8]2[C:12](=[O:13])[N:11]([CH2:14][C:15]([NH:17][C:18]3[CH:23]=[CH:22][C:21]([F:24])=[C:20]([F:25])[CH:19]=3)=[O:16])[C:10]3([CH2:30][CH2:29][N:28](C(OC(C)(C)C)=O)[CH2:27][CH2:26]3)[N:9]=2)=[CH:4][CH:3]=1.Cl.O1CCOCC1. No catalyst specified. The product is [Cl:1][C:2]1[CH:7]=[CH:6][C:5]([C:8]2[C:12](=[O:13])[N:11]([CH2:14][C:15]([NH:17][C:18]3[CH:23]=[CH:22][C:21]([F:24])=[C:20]([F:25])[CH:19]=3)=[O:16])[C:10]3([CH2:30][CH2:29][NH:28][CH2:27][CH2:26]3)[N:9]=2)=[CH:4][CH:3]=1. The yield is 1.00. (4) The reactants are [OH:1][C:2]1[C:7]2[C@@:8]3([OH:45])[C@@:21]([O:25][CH3:26])([C@H:22]([OH:24])[CH2:23][C:6]=2[CH:5]=[C:4]([CH3:46])[C:3]=1[C:47]([O:49][CH3:50])=[O:48])[C:20](=[O:27])[C:19]1[C:10](=[CH:11][C:12]2[C:13](=[O:43])[C:14]([NH:30][C@@H:31]4[C@H:36]([O:37][CH3:38])[C@H:35]([OH:39])[C@@H:34]([O:40][CH3:41])[C@H:33]([CH3:42])[O:32]4)=[CH:15][C:16](=[O:29])[C:17]=2[C:18]=1[OH:28])[C:9]3=[O:44].C(=O)([O-])[O-].[K+].[K+].[CH2:57](Br)[C:58]1[CH:63]=[CH:62][CH:61]=[CH:60][CH:59]=1. No catalyst specified. The product is [CH2:57]([O:1][C:2]1[C:7]2[C@@:8]3([OH:45])[C@@:21]([O:25][CH3:26])([C@H:22]([OH:24])[CH2:23][C:6]=2[CH:5]=[C:4]([CH3:46])[C:3]=1[C:47]([O:49][CH3:50])=[O:48])[C:20](=[O:27])[C:19]1[C:10](=[CH:11][C:12]2[C:13](=[O:43])[C:14]([NH:30][C@@H:31]4[C@H:36]([O:37][CH3:38])[C@H:35]([OH:39])[C@@H:34]([O:40][CH3:41])[C@H:33]([CH3:42])[O:32]4)=[CH:15][C:16](=[O:29])[C:17]=2[C:18]=1[OH:28])[C:9]3=[O:44])[C:58]1[CH:63]=[CH:62][CH:61]=[CH:60][CH:59]=1. The yield is 0.450. (5) The reactants are [S:1]1[CH:5]=[CH:4][N:3]=[C:2]1[NH:6][S:7]([C:10]1[CH:11]=[C:12]2[C:16](=[CH:17][CH:18]=1)[NH:15][CH2:14][CH2:13]2)(=[O:9])=[O:8].CCN(CC)CC.Br[CH2:27][CH2:28][Cl:29]. The catalyst is CN(C=O)C. The product is [Cl:29][CH2:28][CH2:27][N:15]1[C:16]2[C:12](=[CH:11][C:10]([S:7]([NH:6][C:2]3[S:1][CH:5]=[CH:4][N:3]=3)(=[O:9])=[O:8])=[CH:18][CH:17]=2)[CH2:13][CH2:14]1. The yield is 0.250.